Task: Regression. Given a peptide amino acid sequence and an MHC pseudo amino acid sequence, predict their binding affinity value. This is MHC class I binding data.. Dataset: Peptide-MHC class I binding affinity with 185,985 pairs from IEDB/IMGT (1) The peptide sequence is PTPKKMNIV. The MHC is HLA-A68:02 with pseudo-sequence HLA-A68:02. The binding affinity (normalized) is 0.00682. (2) The peptide sequence is FMYALSRAF. The MHC is HLA-B83:01 with pseudo-sequence HLA-B83:01. The binding affinity (normalized) is 0.213.